This data is from Full USPTO retrosynthesis dataset with 1.9M reactions from patents (1976-2016). The task is: Predict the reactants needed to synthesize the given product. (1) Given the product [Cl:20][C:17]([F:19])([F:18])[O:16][C:13]1[CH:14]=[CH:15][C:10]([NH:9][C:7](=[O:8])[C:6]2[CH:21]=[C:2]([C:31]3[CH:32]=[N:27][CH:28]=[N:29][CH:30]=3)[C:3]([N:22]([CH2:24][CH2:25][OH:26])[CH3:23])=[N:4][CH:5]=2)=[CH:11][CH:12]=1, predict the reactants needed to synthesize it. The reactants are: Br[C:2]1[C:3]([N:22]([CH2:24][CH2:25][OH:26])[CH3:23])=[N:4][CH:5]=[C:6]([CH:21]=1)[C:7]([NH:9][C:10]1[CH:15]=[CH:14][C:13]([O:16][C:17]([Cl:20])([F:19])[F:18])=[CH:12][CH:11]=1)=[O:8].[N:27]1[CH:32]=[C:31](B(O)O)[CH:30]=[N:29][CH:28]=1. (2) Given the product [CH3:1][NH:2][CH2:3][CH2:4][C@H:5]([O:11][C:12]1[C:21]2[C:16](=[CH:17][CH:18]=[CH:19][CH:20]=2)[CH:15]=[CH:14][CH:13]=1)[C:6]1[S:10][CH:9]=[CH:8][CH:7]=1.[ClH:22], predict the reactants needed to synthesize it. The reactants are: [CH3:1][NH:2][CH2:3][CH2:4][C@H:5]([O:11][C:12]1[C:21]2[C:16](=[CH:17][CH:18]=[CH:19][CH:20]=2)[CH:15]=[CH:14][CH:13]=1)[C:6]1[S:10][CH:9]=[CH:8][CH:7]=1.[ClH:22].C1(C)C=CC=CC=1. (3) Given the product [C:16]([O:19][C:20]([NH:1][CH2:2][CH2:3][CH2:4][C:5]([OH:7])=[O:6])=[O:21])([CH3:18])([CH3:17])[CH3:15], predict the reactants needed to synthesize it. The reactants are: [NH2:1][CH2:2][CH2:3][CH2:4][C:5]([OH:7])=[O:6].C(N(CC)CC)C.[CH3:15][C:16]([O:19][C:20](ON=C(C1C=CC=CC=1)C#N)=[O:21])([CH3:18])[CH3:17]. (4) Given the product [C:23]([O:27][C:28]([N:30]1[CH2:35][CH2:34][CH:33]([CH:36]2[O:54][C:39]3=[CH:40][N:41]=[C:42]([C:44]4[CH:49]=[CH:48][C:47]([C:50](=[O:51])[NH2:6])=[CH:46][C:45]=4[F:53])[CH:43]=[C:38]3[CH2:37]2)[CH2:32][CH2:31]1)=[O:29])([CH3:25])([CH3:26])[CH3:24], predict the reactants needed to synthesize it. The reactants are: F[B-](F)(F)F.[N:6]1(OC(N(C)C)=[N+](C)C)C2C=CC=CC=2N=N1.[C:23]([O:27][C:28]([N:30]1[CH2:35][CH2:34][CH:33]([CH:36]2[O:54][C:39]3=[CH:40][N:41]=[C:42]([C:44]4[CH:49]=[CH:48][C:47]([C:50](O)=[O:51])=[CH:46][C:45]=4[F:53])[CH:43]=[C:38]3[CH2:37]2)[CH2:32][CH2:31]1)=[O:29])([CH3:26])([CH3:25])[CH3:24].C(N(C(C)C)C(C)C)C.N. (5) Given the product [Br:24][C:21]1[CH:22]=[CH:23][C:18]([NH:17][C:16]2[C:11]([C:10]([OH:9])=[O:28])=[CH:12][N:13]3[CH:2]=[CH:3][N:27]=[C:14]3[C:15]=2[F:26])=[C:19]([Cl:25])[CH:20]=1, predict the reactants needed to synthesize it. The reactants are: Cl[CH2:2][CH:3]=O.C([O:9][C:10](=[O:28])[C:11]1[C:16]([NH:17][C:18]2[CH:23]=[CH:22][C:21]([Br:24])=[CH:20][C:19]=2[Cl:25])=[C:15]([F:26])[C:14]([NH2:27])=[N:13][CH:12]=1)(C)(C)C. (6) Given the product [NH:30]1[C:14]([C:13]2[CH:12]=[C:11]([C:8]3[S:7][C:6]([C:2]4([OH:1])[CH2:3][CH2:4][CH2:5]4)=[N:10][CH:9]=3)[CH:18]=[C:17]([NH:19][C:20]3[N:25]=[C:24]([C:26]([F:28])([F:29])[F:27])[CH:23]=[CH:22][N:21]=3)[CH:16]=2)=[N:15][N:32]=[N:31]1, predict the reactants needed to synthesize it. The reactants are: [OH:1][C:2]1([C:6]2[S:7][C:8]([C:11]3[CH:12]=[C:13]([CH:16]=[C:17]([NH:19][C:20]4[N:25]=[C:24]([C:26]([F:29])([F:28])[F:27])[CH:23]=[CH:22][N:21]=4)[CH:18]=3)[C:14]#[N:15])=[CH:9][N:10]=2)[CH2:5][CH2:4][CH2:3]1.[N-:30]=[N+:31]=[N-:32].[Na+].[Cl-].[NH4+]. (7) Given the product [O:1]1[CH2:6][CH2:5][CH2:4][CH2:3][CH:2]1[O:7][C:8]1[CH:9]=[CH:10][C:11]([C@@H:14]2[CH2:19][CH2:18][O:17][CH2:16][C@H:15]2[NH:20][S:35]([CH:32]([CH3:34])[CH3:33])(=[O:37])=[O:36])=[CH:12][CH:13]=1, predict the reactants needed to synthesize it. The reactants are: [O:1]1[CH2:6][CH2:5][CH2:4][CH2:3][CH:2]1[O:7][C:8]1[CH:13]=[CH:12][C:11]([C@@H:14]2[CH2:19][CH2:18][O:17][CH2:16][C@H:15]2[NH2:20])=[CH:10][CH:9]=1.C1CCN2C(=NCCC2)CC1.[CH:32]([S:35](Cl)(=[O:37])=[O:36])([CH3:34])[CH3:33]. (8) Given the product [NH2:12][C:13]1[CH:18]=[C:17]([F:19])[CH:16]=[CH:15][C:14]=1[C:20]([C:22]1[CH:27]=[CH:26][CH:25]=[CH:24][C:23]=1[O:28][CH3:29])=[O:21].[F:19][C:17]1[CH:16]=[CH:15][C:14]([C:20](=[O:21])[C:22]2[CH:27]=[CH:26][CH:25]=[CH:24][C:23]=2[O:28][CH3:29])=[C:13]([NH:12][C:4]([NH:30][C:31]2[S:32][CH:33]=[CH:34][N:35]=2)=[O:5])[CH:18]=1, predict the reactants needed to synthesize it. The reactants are: NC1C=C(F)C=CC=1[C:4](O)=[O:5].[NH2:12][C:13]1[CH:18]=[C:17]([F:19])[CH:16]=[CH:15][C:14]=1[C:20]([C:22]1[CH:27]=[CH:26][CH:25]=[CH:24][C:23]=1[O:28][CH3:29])=[O:21].[NH2:30][C:31]1[S:32][CH:33]=[CH:34][N:35]=1. (9) The reactants are: [C:1]([O:5][C:6]([N:8]1[CH2:13][CH2:12][C:11]([CH2:19][CH2:20][CH2:21][N:22]2[CH2:26][CH2:25][CH2:24][CH2:23]2)([C:14]([O:16]CC)=[O:15])[CH2:10][CH2:9]1)=[O:7])([CH3:4])([CH3:3])[CH3:2].[OH-].[Na+].Cl. Given the product [C:1]([O:5][C:6]([N:8]1[CH2:13][CH2:12][C:11]([CH2:19][CH2:20][CH2:21][N:22]2[CH2:23][CH2:24][CH2:25][CH2:26]2)([C:14]([OH:16])=[O:15])[CH2:10][CH2:9]1)=[O:7])([CH3:4])([CH3:2])[CH3:3], predict the reactants needed to synthesize it. (10) The reactants are: [NH2:1][CH2:2][CH2:3][N:4]([CH:6]([CH:11]1[CH2:16][CH2:15][CH:14]([O:17][C:18]2[CH:19]=[C:20]3[C:25](=[CH:26][C:27]=2[O:28][CH3:29])[N:24]=[CH:23][N:22]=[C:21]3[NH:30][C:31]2[CH:36]=[CH:35][CH:34]=[C:33]([Cl:37])[C:32]=2[F:38])[CH2:13][CH2:12]1)[C:7]([O:9]C)=O)[CH3:5].[OH-].[Na+]. Given the product [Cl:37][C:33]1[C:32]([F:38])=[C:31]([NH:30][C:21]2[C:20]3[C:25](=[CH:26][C:27]([O:28][CH3:29])=[C:18]([O:17][C@H:14]4[CH2:13][CH2:12][C@H:11]([C@@H:6]5[N:4]([CH3:5])[CH2:3][CH2:2][NH:1][C:7]5=[O:9])[CH2:16][CH2:15]4)[CH:19]=3)[N:24]=[CH:23][N:22]=2)[CH:36]=[CH:35][CH:34]=1, predict the reactants needed to synthesize it.